This data is from Catalyst prediction with 721,799 reactions and 888 catalyst types from USPTO. The task is: Predict which catalyst facilitates the given reaction. (1) Reactant: Br[CH2:2][C:3]1[CH:4]=[CH:5][C:6]2[N:7]([N:9]=[C:10]([C:24]3[CH:29]=[CH:28][C:27]([F:30])=[CH:26][CH:25]=3)[C:11]=2[C:12]2[CH:17]=[CH:16][N:15]=[C:14]([NH:18][CH:19]3[CH2:23][CH2:22][CH2:21][CH2:20]3)[N:13]=2)[CH:8]=1.[CH:31]1([NH2:36])[CH2:35][CH2:34][CH2:33][CH2:32]1. Product: [CH:19]1([NH:18][C:14]2[N:13]=[C:12]([C:11]3[C:10]([C:24]4[CH:29]=[CH:28][C:27]([F:30])=[CH:26][CH:25]=4)=[N:9][N:7]4[CH:8]=[C:3]([CH2:2][NH:36][CH:31]5[CH2:35][CH2:34][CH2:33][CH2:32]5)[CH:4]=[CH:5][C:6]=34)[CH:17]=[CH:16][N:15]=2)[CH2:23][CH2:22][CH2:21][CH2:20]1. The catalyst class is: 54. (2) Reactant: CO[C:3](=[O:13])[C:4]1[C:9]([CH2:10]Br)=[CH:8][CH:7]=[CH:6][C:5]=1[Br:12].[N:14]1[C:15]([CH2:23][CH2:24][NH2:25])=[N:16][N:17]2[CH:22]=[CH:21][CH:20]=[CH:19][C:18]=12.CCN(C(C)C)C(C)C. Product: [Br:12][C:5]1[CH:6]=[CH:7][CH:8]=[C:9]2[C:4]=1[C:3](=[O:13])[N:25]([CH2:24][CH2:23][C:15]1[N:14]=[C:18]3[CH:19]=[CH:20][CH:21]=[CH:22][N:17]3[N:16]=1)[CH2:10]2. The catalyst class is: 32. (3) Reactant: [CH3:1][C:2]([CH3:27])([CH3:26])[CH2:3][CH2:4][NH:5][C:6]([NH:8][C:9]1[CH:14]=[C:13](B2OC(C)(C)C(C)(C)O2)[C:12]([CH3:24])=[CH:11][C:10]=1[F:25])=[O:7].FC(F)(F)S(O[C:34]1[C:45]([CH3:46])=[N:44][C:37]2[N:38]=[C:39]([S:42][CH3:43])[N:40]=[CH:41][C:36]=2[CH:35]=1)(=O)=O.C([O-])([O-])=O.[K+].[K+]. Product: [CH3:27][C:2]([CH3:1])([CH3:26])[CH2:3][CH2:4][NH:5][C:6]([NH:8][C:9]1[CH:14]=[C:13]([C:34]2[C:45]([CH3:46])=[N:44][C:37]3[N:38]=[C:39]([S:42][CH3:43])[N:40]=[CH:41][C:36]=3[CH:35]=2)[C:12]([CH3:24])=[CH:11][C:10]=1[F:25])=[O:7]. The catalyst class is: 70. (4) Reactant: [CH2:1]([N:8]1[CH:12]=[C:11]([C:13](OCC)=[O:14])[C:10]([O:18][CH2:19][C:20]2[CH:25]=[CH:24][C:23]([O:26][CH3:27])=[C:22]([O:28][CH2:29][C:30]3[N:31]=[C:32]([C:36]4[O:37][CH:38]=[CH:39][CH:40]=4)[O:33][C:34]=3[CH3:35])[CH:21]=2)=[N:9]1)[C:2]1[CH:7]=[CH:6][CH:5]=[CH:4][CH:3]=1.[H-].[Al+3].[Li+].[H-].[H-].[H-].O.O.O.O.O.O.O.O.O.O.S([O-])([O-])(=O)=O.[Na+].[Na+]. Product: [CH2:1]([N:8]1[CH:12]=[C:11]([CH2:13][OH:14])[C:10]([O:18][CH2:19][C:20]2[CH:25]=[CH:24][C:23]([O:26][CH3:27])=[C:22]([O:28][CH2:29][C:30]3[N:31]=[C:32]([C:36]4[O:37][CH:38]=[CH:39][CH:40]=4)[O:33][C:34]=3[CH3:35])[CH:21]=2)=[N:9]1)[C:2]1[CH:3]=[CH:4][CH:5]=[CH:6][CH:7]=1. The catalyst class is: 54.